This data is from Catalyst prediction with 721,799 reactions and 888 catalyst types from USPTO. The task is: Predict which catalyst facilitates the given reaction. (1) Reactant: [NH2:1][C:2](N)=[S:3].[Cl:5][C:6]1[CH:11]=[CH:10][C:9]([C:12]([C:14]2C(Cl)=N[CH:17]=[CH:18][CH:19]=2)=[O:13])=[CH:8][CH:7]=1. Product: [ClH:5].[Cl:5][C:6]1[CH:7]=[CH:8][C:9]([C:12]([C:14]2[C:2]([SH:3])=[N:1][CH:17]=[CH:18][CH:19]=2)=[O:13])=[CH:10][CH:11]=1. The catalyst class is: 97. (2) Reactant: [Br:1][C:2]1[CH:30]=[CH:29][C:5]2[N:6]([C:16]([C:18]3[CH:19]=[CH:20][C:21]4[O:26][CH2:25][C:24](=[O:27])[NH:23][C:22]=4[CH:28]=3)=[O:17])[C@@H:7]([CH2:10][C:11]([O:13]CC)=[O:12])[CH2:8][O:9][C:4]=2[CH:3]=1.[OH-].[Li+].CCOC(C)=O. Product: [Br:1][C:2]1[CH:30]=[CH:29][C:5]2[N:6]([C:16]([C:18]3[CH:19]=[CH:20][C:21]4[O:26][CH2:25][C:24](=[O:27])[NH:23][C:22]=4[CH:28]=3)=[O:17])[C@@H:7]([CH2:10][C:11]([OH:13])=[O:12])[CH2:8][O:9][C:4]=2[CH:3]=1. The catalyst class is: 20. (3) Reactant: [CH2:1]([O:3][C:4]1[CH:5]=[C:6]2[C:11](=[CH:12][CH:13]=1)[CH:10]=[C:9]([C:14]([C:16]1[CH:17]=[C:18]([CH:21]=[CH:22][C:23]=1F)[C:19]#[N:20])=O)[CH:8]=[CH:7]2)[CH3:2].O.[NH2:26][NH2:27]. Product: [CH2:1]([O:3][C:4]1[CH:5]=[C:6]2[C:11](=[CH:12][CH:13]=1)[CH:10]=[C:9]([C:14]1[C:16]3[C:23](=[CH:22][CH:21]=[C:18]([C:19]#[N:20])[CH:17]=3)[NH:27][N:26]=1)[CH:8]=[CH:7]2)[CH3:2]. The catalyst class is: 11. (4) Reactant: [CH2:1]([N:8]([CH2:18][C:19]1[CH:24]=[CH:23][CH:22]=[CH:21][CH:20]=1)[C:9]1[CH:14]=[C:13]([CH3:15])[C:12](I)=[CH:11][C:10]=1[CH3:17])[C:2]1[CH:7]=[CH:6][CH:5]=[CH:4][CH:3]=1.C([Li])CCC.CN(C)[CH:32]=[O:33].[ClH:35]. Product: [ClH:35].[CH2:1]([N:8]([CH2:18][C:19]1[CH:24]=[CH:23][CH:22]=[CH:21][CH:20]=1)[C:9]1[C:10]([CH3:17])=[CH:11][C:12]([CH:32]=[O:33])=[C:13]([CH3:15])[CH:14]=1)[C:2]1[CH:7]=[CH:6][CH:5]=[CH:4][CH:3]=1. The catalyst class is: 11. (5) Reactant: [N+:1]([C:4]1[CH:9]=[CH:8][C:7]([O:10][C:11]2[CH:16]=[CH:15][CH:14]=[C:13]([N+:17]([O-])=O)[CH:12]=2)=[CH:6][N:5]=1)([O-])=O. Product: [NH2:17][C:13]1[CH:12]=[C:11]([CH:16]=[CH:15][CH:14]=1)[O:10][C:7]1[CH:8]=[CH:9][C:4]([NH2:1])=[N:5][CH:6]=1. The catalyst class is: 129. (6) Reactant: C[O:2][C:3]([C@@H:5]1[CH2:9][CH2:8][CH2:7][N:6]1[C:10](=[O:25])[C@H:11]([NH:18][C:19]([O:21][CH:22]([CH3:24])[CH3:23])=[O:20])[C:12]1[CH:17]=[CH:16][CH:15]=[CH:14][CH:13]=1)=[O:4].[Li+].[OH-].OS([O-])(=O)=O.[K+].C(OCC)(=O)C. Product: [CH:22]([O:21][C:19]([NH:18][C@H:11]([C:12]1[CH:13]=[CH:14][CH:15]=[CH:16][CH:17]=1)[C:10]([N:6]1[CH2:7][CH2:8][CH2:9][C@H:5]1[C:3]([OH:4])=[O:2])=[O:25])=[O:20])([CH3:24])[CH3:23]. The catalyst class is: 24.